This data is from NCI-60 drug combinations with 297,098 pairs across 59 cell lines. The task is: Regression. Given two drug SMILES strings and cell line genomic features, predict the synergy score measuring deviation from expected non-interaction effect. (1) Drug 1: COC1=C2C(=CC3=C1OC=C3)C=CC(=O)O2. Drug 2: CC1C(C(CC(O1)OC2CC(CC3=C2C(=C4C(=C3O)C(=O)C5=C(C4=O)C(=CC=C5)OC)O)(C(=O)CO)O)N)O.Cl. Cell line: NCI-H460. Synergy scores: CSS=48.3, Synergy_ZIP=1.89, Synergy_Bliss=-1.44, Synergy_Loewe=-22.9, Synergy_HSA=-2.38. (2) Drug 1: C1CCN(CC1)CCOC2=CC=C(C=C2)C(=O)C3=C(SC4=C3C=CC(=C4)O)C5=CC=C(C=C5)O. Drug 2: C1=CC(=C2C(=C1NCCNCCO)C(=O)C3=C(C=CC(=C3C2=O)O)O)NCCNCCO. Cell line: HOP-62. Synergy scores: CSS=53.8, Synergy_ZIP=7.03, Synergy_Bliss=2.53, Synergy_Loewe=-25.8, Synergy_HSA=0.978. (3) Drug 1: C1=CC(=CC=C1C#N)C(C2=CC=C(C=C2)C#N)N3C=NC=N3. Drug 2: COCCOC1=C(C=C2C(=C1)C(=NC=N2)NC3=CC=CC(=C3)C#C)OCCOC.Cl. Cell line: OVCAR-4. Synergy scores: CSS=5.37, Synergy_ZIP=-3.11, Synergy_Bliss=-3.12, Synergy_Loewe=-2.42, Synergy_HSA=-2.22. (4) Drug 1: CC(C)NC(=O)C1=CC=C(C=C1)CNNC.Cl. Drug 2: CCC1(C2=C(COC1=O)C(=O)N3CC4=CC5=C(C=CC(=C5CN(C)C)O)N=C4C3=C2)O.Cl. Cell line: HT29. Synergy scores: CSS=-2.24, Synergy_ZIP=-9.90, Synergy_Bliss=-27.7, Synergy_Loewe=-61.8, Synergy_HSA=-33.2. (5) Drug 1: C1CC(=O)NC(=O)C1N2CC3=C(C2=O)C=CC=C3N. Drug 2: CN(C)C1=NC(=NC(=N1)N(C)C)N(C)C. Cell line: OVCAR-5. Synergy scores: CSS=6.31, Synergy_ZIP=0.680, Synergy_Bliss=5.52, Synergy_Loewe=1.47, Synergy_HSA=1.97. (6) Drug 1: CC1C(C(CC(O1)OC2CC(OC(C2O)C)OC3=CC4=CC5=C(C(=O)C(C(C5)C(C(=O)C(C(C)O)O)OC)OC6CC(C(C(O6)C)O)OC7CC(C(C(O7)C)O)OC8CC(C(C(O8)C)O)(C)O)C(=C4C(=C3C)O)O)O)O. Drug 2: COC1=C2C(=CC3=C1OC=C3)C=CC(=O)O2. Cell line: CAKI-1. Synergy scores: CSS=13.6, Synergy_ZIP=5.23, Synergy_Bliss=-0.896, Synergy_Loewe=-31.1, Synergy_HSA=-0.289. (7) Drug 1: C1=CC(=CC=C1CC(C(=O)O)N)N(CCCl)CCCl.Cl. Drug 2: CCC1(C2=C(COC1=O)C(=O)N3CC4=CC5=C(C=CC(=C5CN(C)C)O)N=C4C3=C2)O.Cl. Cell line: EKVX. Synergy scores: CSS=3.65, Synergy_ZIP=-0.183, Synergy_Bliss=1.16, Synergy_Loewe=-0.0115, Synergy_HSA=-0.527.